Dataset: Reaction yield outcomes from USPTO patents with 853,638 reactions. Task: Predict the reaction yield, written as a fraction of the theoretical maximum amount of product (1.0 means a 100% yield; for example, 0.34 means a 34% yield). (1) The reactants are [C:1]1([OH:7])[CH:6]=[CH:5][CH:4]=[CH:3][CH:2]=1.[H-].[Na+].Br[C:11]1[CH:16]=[CH:15][C:14]([Br:17])=[CH:13][N:12]=1. The catalyst is CN(C)C=O. The product is [Br:17][C:14]1[CH:15]=[CH:16][C:11]([O:7][C:1]2[CH:6]=[CH:5][CH:4]=[CH:3][CH:2]=2)=[N:12][CH:13]=1. The yield is 0.810. (2) The reactants are [CH3:1][S:2][C:3]1[N:4]=[CH:5][C:6]2[C:15](=[O:16])[N:14]([C:17]3[CH:18]=[C:19]([C:23]4[O:24][CH:25]=[C:26]([C:28]([NH2:30])=O)[N:27]=4)[CH:20]=[CH:21][CH:22]=3)[CH2:13][C@H:12]3[N:8]([CH2:9][CH2:10][CH2:11]3)[C:7]=2[N:31]=1.C1(C)C=CC(S(Cl)(=O)=O)=CC=1.C(Cl)(Cl)Cl. The catalyst is N1C=CC=CC=1. The product is [C:28]([C:26]1[N:27]=[C:23]([C:19]2[CH:18]=[C:17]([N:14]3[CH2:13][C@H:12]4[N:8]([CH2:9][CH2:10][CH2:11]4)[C:7]4[N:31]=[C:3]([S:2][CH3:1])[N:4]=[CH:5][C:6]=4[C:15]3=[O:16])[CH:22]=[CH:21][CH:20]=2)[O:24][CH:25]=1)#[N:30]. The yield is 0.770. (3) The reactants are [Cl:1]N1C(=O)CCC1=O.[Cl:9][C:10]1[C:15]([Cl:16])=[CH:14][CH:13]=[CH:12][C:11]=1[C:17]([C:19]1[S:35][C:22]2[N:23]([CH2:27][CH2:28][N:29]3[CH2:34][CH2:33][O:32][CH2:31][CH2:30]3)[C:24]([CH3:26])=[CH:25][C:21]=2[CH:20]=1)=[O:18]. The catalyst is CN(C=O)C.C([O-])(O)=O.[Na+].CCOC(C)=O. The product is [Cl:1][C:25]1[C:21]2[CH:20]=[C:19]([C:17]([C:11]3[CH:12]=[CH:13][CH:14]=[C:15]([Cl:16])[C:10]=3[Cl:9])=[O:18])[S:35][C:22]=2[N:23]([CH2:27][CH2:28][N:29]2[CH2:34][CH2:33][O:32][CH2:31][CH2:30]2)[C:24]=1[CH3:26]. The yield is 0.710. (4) The product is [CH2:1]([O:3][C:4]([C:6]1[C:15](=[O:16])[C:14]2[C:9](=[CH:10][C:11]([C:12]3[CH:13]=[CH:14][C:9]([NH2:8])=[CH:10][CH:11]=3)=[CH:12][CH:13]=2)[N:8]([CH2:18][CH3:19])[C:7]=1[S:20][CH3:21])=[O:5])[CH3:2]. The reactants are [CH2:1]([O:3][C:4]([C:6]1[C:15](=[O:16])[C:14]2[C:9](=[CH:10][C:11](Br)=[CH:12][CH:13]=2)[N:8]([CH2:18][CH3:19])[C:7]=1[S:20][CH3:21])=[O:5])[CH3:2].C([O-])([O-])=O.[Na+].[Na+]. The yield is 0.400. The catalyst is C1COCC1.C1C=CC([P]([Pd]([P](C2C=CC=CC=2)(C2C=CC=CC=2)C2C=CC=CC=2)([P](C2C=CC=CC=2)(C2C=CC=CC=2)C2C=CC=CC=2)[P](C2C=CC=CC=2)(C2C=CC=CC=2)C2C=CC=CC=2)(C2C=CC=CC=2)C2C=CC=CC=2)=CC=1. (5) The reactants are [NH2:1][C:2]1[C:10]([Cl:11])=[C:9]([O:12][CH3:13])[CH:8]=[CH:7][C:3]=1[C:4]([OH:6])=[O:5].[C:14]([O-])([O-])=O.[K+].[K+].CI.C(O)(=O)CC(CC(O)=O)(C(O)=O)O. The catalyst is CN(C=O)C. The product is [CH3:14][O:5][C:4](=[O:6])[C:3]1[CH:7]=[CH:8][C:9]([O:12][CH3:13])=[C:10]([Cl:11])[C:2]=1[NH2:1]. The yield is 0.500. (6) The reactants are [F:1][C:2]1[CH:7]=[C:6]([C:8]2[CH:9]=[C:10]3[C:16]([C:17]4[CH:21]=[CH:20][N:19]([CH2:22][CH2:23][C:24]5[CH:29]=[CH:28][CH:27]=[CH:26][CH:25]=5)[N:18]=4)=[CH:15][NH:14][C:11]3=[N:12][CH:13]=2)[CH:5]=[CH:4][C:3]=1[CH:30]1[CH2:35][CH2:34][N:33](C(OC(C)(C)C)=O)[CH2:32][CH2:31]1. The catalyst is C(O)(C(F)(F)F)=O.C1(C)C=CC=CC=1. The product is [F:1][C:2]1[CH:7]=[C:6]([C:8]2[CH:9]=[C:10]3[C:16]([C:17]4[CH:21]=[CH:20][N:19]([CH2:22][CH2:23][C:24]5[CH:25]=[CH:26][CH:27]=[CH:28][CH:29]=5)[N:18]=4)=[CH:15][NH:14][C:11]3=[N:12][CH:13]=2)[CH:5]=[CH:4][C:3]=1[CH:30]1[CH2:31][CH2:32][NH:33][CH2:34][CH2:35]1. The yield is 0.340.